Dataset: Catalyst prediction with 721,799 reactions and 888 catalyst types from USPTO. Task: Predict which catalyst facilitates the given reaction. (1) Reactant: [F:1][C:2]1[CH:3]=[C:4](Br)[CH:5]=[CH:6][C:7]=1[C:8]([F:14])([F:13])[C:9]([F:12])([F:11])[F:10].C([Mg]Cl)(C)C.[C:21](=[O:23])=[O:22].O. Product: [F:1][C:2]1[CH:3]=[C:4]([CH:5]=[CH:6][C:7]=1[C:8]([F:14])([F:13])[C:9]([F:12])([F:11])[F:10])[C:21]([OH:23])=[O:22]. The catalyst class is: 1. (2) Reactant: [NH2:1][C:2]1[CH:7]=[CH:6][C:5]([C@H:8]2[O:13][CH2:12][CH2:11][N:10]([C:14]([O:16][C:17]([CH3:20])([CH3:19])[CH3:18])=[O:15])[CH2:9]2)=[CH:4][CH:3]=1.C1C(=O)N([Br:28])C(=O)C1.CCOC(C)=O. Product: [NH2:1][C:2]1[CH:7]=[CH:6][C:5]([C@H:8]2[O:13][CH2:12][CH2:11][N:10]([C:14]([O:16][C:17]([CH3:20])([CH3:19])[CH3:18])=[O:15])[CH2:9]2)=[CH:4][C:3]=1[Br:28]. The catalyst class is: 3. (3) The catalyst class is: 41. Reactant: [CH3:1][N:2]([CH3:24])[CH2:3][CH2:4][O:5][C:6]1[CH:11]=[CH:10][CH:9]=[CH:8][C:7]=1[NH:12][C:13]1[O:14][CH2:15][C:16](=[O:23])[C:17]=1[C:18]([O:20][CH2:21][CH3:22])=[O:19].[NH:25]1[C:33]2[C:28](=[CH:29][CH:30]=[CH:31][N:32]=2)[C:27]([CH:34]=O)=[CH:26]1.N1CCCCC1. Product: [NH:25]1[C:33]2=[N:32][CH:31]=[CH:30][CH:29]=[C:28]2[C:27]([CH:34]=[C:15]2[O:14][C:13]([NH:12][C:7]3[CH:8]=[CH:9][CH:10]=[CH:11][C:6]=3[O:5][CH2:4][CH2:3][N:2]([CH3:1])[CH3:24])=[C:17]([C:18]([O:20][CH2:21][CH3:22])=[O:19])[C:16]2=[O:23])=[CH:26]1. (4) Reactant: [C:1](Cl)(=[O:3])[CH3:2].CN(C1C=CC=CN=1)C.N1C=CC=CC=1.[F:20][C:21]([F:50])([F:49])[C:22]1[CH:23]=[C:24]([CH:42]=[C:43]([C:45]([F:48])([F:47])[F:46])[CH:44]=1)[CH2:25][N:26]([CH:30]1[CH2:36][CH2:35][CH2:34][NH:33][C:32]2[CH:37]=[C:38]([Cl:41])[CH:39]=[CH:40][C:31]1=2)[C:27](=[O:29])[CH3:28]. Product: [C:1]([N:33]1[CH2:34][CH2:35][CH2:36][CH:30]([N:26]([CH2:25][C:24]2[CH:42]=[C:43]([C:45]([F:46])([F:47])[F:48])[CH:44]=[C:22]([C:21]([F:20])([F:49])[F:50])[CH:23]=2)[C:27](=[O:29])[CH3:28])[C:31]2[CH:40]=[CH:39][C:38]([Cl:41])=[CH:37][C:32]1=2)(=[O:3])[CH3:2]. The catalyst class is: 4. (5) Reactant: [NH:1]1[CH2:6][CH2:5][CH:4]([CH2:7][N:8]2[CH2:13][CH2:12][CH:11]([CH2:14][NH:15][C:16]([C:18]3[C:26]4[N:25]=[C:24]([CH:27]([CH3:29])[CH3:28])[NH:23][C:22]=4[CH:21]=[CH:20][CH:19]=3)=[O:17])[CH2:10][CH2:9]2)[CH2:3][CH2:2]1.C(N(CC)C(C)C)(C)C.Cl[C:40]([O:42][C:43]1[CH:48]=[CH:47][CH:46]=[CH:45][CH:44]=1)=[O:41]. Product: [C:43]1([O:42][C:40]([N:1]2[CH2:2][CH2:3][CH:4]([CH2:7][N:8]3[CH2:9][CH2:10][CH:11]([CH2:14][NH:15][C:16]([C:18]4[C:26]5[N:25]=[C:24]([CH:27]([CH3:29])[CH3:28])[NH:23][C:22]=5[CH:21]=[CH:20][CH:19]=4)=[O:17])[CH2:12][CH2:13]3)[CH2:5][CH2:6]2)=[O:41])[CH:48]=[CH:47][CH:46]=[CH:45][CH:44]=1. The catalyst class is: 4. (6) Reactant: [C:1]([O:5][C@H:6]1[CH2:10][N:9]([C:11](=[O:19])[CH2:12][C:13]2[O:17][N:16]=[C:15]([CH3:18])[CH:14]=2)[C@H:8]([C:20]([O:22]CC=C)=[O:21])[CH2:7]1)([CH3:4])([CH3:3])[CH3:2].N1CCOCC1. Product: [C:1]([O:5][C@H:6]1[CH2:10][N:9]([C:11](=[O:19])[CH2:12][C:13]2[O:17][N:16]=[C:15]([CH3:18])[CH:14]=2)[C@H:8]([C:20]([OH:22])=[O:21])[CH2:7]1)([CH3:4])([CH3:2])[CH3:3]. The catalyst class is: 176. (7) Reactant: O1CCCCC1[N:7]1[C:15]2[C:10](=[CH:11][C:12]([C:16]3[N:20]=[CH:19][N:18](C(C4C=CC=CC=4)(C4C=CC=CC=4)C4C=CC=CC=4)[N:17]=3)=[CH:13][CH:14]=2)[C:9]([C:40]2[CH:41]=[C:42]([NH2:46])[CH:43]=[CH:44][CH:45]=2)=[N:8]1.Cl[CH2:48][C:49](Cl)=[O:50].C(N(CC)C(C)C)(C)C.[CH3:61][N:62]1[CH2:67][CH2:66][NH:65][CH2:64][CH2:63]1. Product: [NH:18]1[CH:19]=[N:20][C:16]([C:12]2[CH:11]=[C:10]3[C:15](=[CH:14][CH:13]=2)[NH:7][N:8]=[C:9]3[C:40]2[CH:41]=[C:42]([NH:46][C:49](=[O:50])[CH2:48][N:65]3[CH2:66][CH2:67][N:62]([CH3:61])[CH2:63][CH2:64]3)[CH:43]=[CH:44][CH:45]=2)=[N:17]1. The catalyst class is: 30.